From a dataset of Catalyst prediction with 721,799 reactions and 888 catalyst types from USPTO. Predict which catalyst facilitates the given reaction. (1) Reactant: [CH2:1]([O:3][C:4](=[O:26])[C:5]([O:8][C:9]1[CH:14]=[C:13]([C:15](=[O:23])[NH:16][CH:17]2[CH2:22][CH2:21][NH:20][CH2:19][CH2:18]2)[CH:12]=[C:11]([O:24][CH3:25])[CH:10]=1)([CH3:7])[CH3:6])[CH3:2].[CH2:27]([O:29][C:30]1[CH:31]=[C:32]([CH:35]=[CH:36][C:37]=1[O:38][CH3:39])[CH:33]=O)[CH3:28].C([BH3-])#N.[Na+].C(N(C(C)C)C(C)C)C. Product: [CH2:1]([O:3][C:4](=[O:26])[C:5]([O:8][C:9]1[CH:10]=[C:11]([O:24][CH3:25])[CH:12]=[C:13]([C:15](=[O:23])[NH:16][CH:17]2[CH2:18][CH2:19][N:20]([CH2:33][C:32]3[CH:35]=[CH:36][C:37]([O:38][CH3:39])=[C:30]([O:29][CH2:27][CH3:28])[CH:31]=3)[CH2:21][CH2:22]2)[CH:14]=1)([CH3:6])[CH3:7])[CH3:2]. The catalyst class is: 212. (2) Reactant: [Cl:1][C:2]1[CH:3]=[C:4]([CH2:9][OH:10])[CH:5]=[N:6][C:7]=1[Cl:8]. Product: [Cl:1][C:2]1[CH:3]=[C:4]([CH:9]=[O:10])[CH:5]=[N:6][C:7]=1[Cl:8]. The catalyst class is: 697. (3) Reactant: [F:1][C:2]1[CH:7]=[CH:6][C:5]([N:8]2[CH:11]([C:12]3[CH:17]=[CH:16][C:15]([OH:18])=[CH:14][CH:13]=3)[CH:10]([CH2:19][CH2:20][CH:21]([C:23]3[CH:28]=[CH:27][C:26]([F:29])=[CH:25][CH:24]=3)[OH:22])[C:9]2=[O:30])=[CH:4][CH:3]=1.C(=O)([O-])[O-].[K+].[K+].[I:37][CH:38](I)[CH2:39][CH2:40][CH2:41][CH2:42][CH3:43]. Product: [F:1][C:2]1[CH:3]=[CH:4][C:5]([N:8]2[CH:11]([C:12]3[CH:13]=[CH:14][C:15]([O:18][CH2:43][CH2:42][CH2:41][CH2:40][CH2:39][CH2:38][I:37])=[CH:16][CH:17]=3)[CH:10]([CH2:19][CH2:20][CH:21]([C:23]3[CH:24]=[CH:25][C:26]([F:29])=[CH:27][CH:28]=3)[OH:22])[C:9]2=[O:30])=[CH:6][CH:7]=1. The catalyst class is: 9. (4) Reactant: [Si]([O:8][CH2:9][C@@H:10]([NH:24]C(=O)OC(C)(C)C)[CH2:11][NH:12][CH2:13][C:14]12[CH2:23][CH:18]3[CH2:19][CH:20]([CH2:22][CH:16]([CH2:17]3)[CH2:15]1)[CH2:21]2)(C(C)(C)C)(C)C.[ClH:32]. Product: [NH2:24][C@@H:10]([CH2:11][NH:12][CH2:13][C:14]12[CH2:23][CH:18]3[CH2:17][CH:16]([CH2:22][CH:20]([CH2:19]3)[CH2:21]1)[CH2:15]2)[CH2:9][OH:8].[ClH:32]. The catalyst class is: 5.